This data is from Reaction yield outcomes from USPTO patents with 853,638 reactions. The task is: Predict the reaction yield, written as a fraction of the theoretical maximum amount of product (1.0 means a 100% yield; for example, 0.34 means a 34% yield). (1) The reactants are C([N:3]([CH2:6][CH3:7])[CH2:4]C)C.[OH:8][C:9]1[CH:17]=[C:16]([O:18][C:19]2[N:24]=[CH:23][CH:22]=[CH:21][N:20]=2)[CH:15]=[CH:14][C:10]=1[C:11]([OH:13])=O.ClC(OC)=[O:27].NCCC1[C:34]([F:40])=[C:35]([NH2:39])[CH:36]=[CH:37][CH:38]=1. The catalyst is C(Cl)(Cl)Cl.C(OCC)(=O)C.O. The product is [NH2:39][C:35]1[C:34]([F:40])=[C:7]([CH:38]=[CH:37][CH:36]=1)[CH2:6][N:3]1[C:11](=[O:13])[C:10]2[CH:14]=[CH:15][C:16]([O:18][C:19]3[N:24]=[CH:23][CH:22]=[CH:21][N:20]=3)=[CH:17][C:9]=2[O:8][C:4]1=[O:27]. The yield is 0.160. (2) The reactants are Cl.[CH3:2][C@@H:3]1[CH2:8][CH2:7][NH:6][CH2:5][C@@H:4]1[C:9]1[N:13]2[C:14]3[CH:20]=[CH:19][NH:18][C:15]=3[N:16]=[CH:17][C:12]2=[CH:11][N:10]=1.[N:21]1([C:27](Cl)=[O:28])[CH2:26][CH2:25][CH2:24][CH2:23][CH2:22]1. The catalyst is C1COCC1.C(Cl)Cl. The product is [C:9]1([C@@H:4]2[C@H:3]([CH3:2])[CH2:8][CH2:7][N:6]([C:27]([N:21]3[CH2:26][CH2:25][CH2:24][CH2:23][CH2:22]3)=[O:28])[CH2:5]2)[N:13]2[C:14]3[CH:20]=[CH:19][NH:18][C:15]=3[N:16]=[CH:17][C:12]2=[CH:11][N:10]=1. The yield is 0.0800. (3) The reactants are [CH3:1][C:2]1[CH:11]=[CH:10][C:9]([N:12]2[CH2:17][CH2:16][N:15]([CH3:18])[CH2:14][CH2:13]2)=[C:8]2[C:3]=1[CH2:4][CH2:5][C@@H:6]([NH2:19])[CH2:7]2.CCN(C(C)C)C(C)C.[CH3:29][C:30]1[S:31][C:32]([S:36](Cl)(=[O:38])=[O:37])=[C:33]([CH3:35])[N:34]=1. The catalyst is ClCCl. The product is [CH3:29][C:30]1[S:31][C:32]([S:36]([NH:19][C@@H:6]2[CH2:5][CH2:4][C:3]3[C:8](=[C:9]([N:12]4[CH2:13][CH2:14][N:15]([CH3:18])[CH2:16][CH2:17]4)[CH:10]=[CH:11][C:2]=3[CH3:1])[CH2:7]2)(=[O:38])=[O:37])=[C:33]([CH3:35])[N:34]=1. The yield is 0.720. (4) The reactants are [CH3:1][C:2]1[O:6][N:5]=[C:4]([C:7]2[CH:12]=[CH:11][CH:10]=[CH:9][CH:8]=2)[C:3]=1[CH2:13][OH:14].[H-].[Na+].Cl[C:18]1[CH:25]=[CH:24][C:21]([C:22]#[N:23])=[CH:20][N:19]=1. The catalyst is C1COCC1.C(OCC)(=O)C. The product is [CH3:1][C:2]1[O:6][N:5]=[C:4]([C:7]2[CH:12]=[CH:11][CH:10]=[CH:9][CH:8]=2)[C:3]=1[CH2:13][O:14][C:18]1[CH:25]=[CH:24][C:21]([C:22]#[N:23])=[CH:20][N:19]=1. The yield is 0.910. (5) The reactants are FC(F)(F)C(O)=O.[Cl:8][C:9]1[CH:14]=[CH:13][C:12]([NH:15][C:16](=[O:30])[NH:17][C:18]2[S:26][C:21]3[CH2:22][NH:23][CH2:24][CH2:25][C:20]=3[C:19]=2[C:27]([NH2:29])=[O:28])=[CH:11][CH:10]=1.[C:31]([NH2:35])(=[O:34])[CH:32]=[CH2:33].C(N(C(C)C)CC)(C)C. The catalyst is CN(C)C=O. The product is [NH2:35][C:31](=[O:34])[CH2:32][CH2:33][N:23]1[CH2:24][CH2:25][C:20]2[C:19]([C:27]([NH2:29])=[O:28])=[C:18]([NH:17][C:16]([NH:15][C:12]3[CH:11]=[CH:10][C:9]([Cl:8])=[CH:14][CH:13]=3)=[O:30])[S:26][C:21]=2[CH2:22]1. The yield is 0.990. (6) The reactants are Br[C:2]1[CH:7]=[CH:6][C:5]([CH:8]([CH3:15])[CH2:9][NH:10][S:11]([CH3:14])(=[O:13])=[O:12])=[CH:4][CH:3]=1.[CH:16]1([Mg]Br)[CH2:20][CH2:19][CH2:18][CH2:17]1. The catalyst is O1CCCC1. The product is [CH:16]1([C:2]2[CH:7]=[CH:6][C:5]([CH:8]([CH3:15])[CH2:9][NH:10][S:11]([CH3:14])(=[O:13])=[O:12])=[CH:4][CH:3]=2)[CH2:20][CH2:19][CH2:18][CH2:17]1. The yield is 0.130. (7) The reactants are [Cl:1][C:2]1[C:3]([CH3:20])=[N:4][CH:5]=[CH:6][C:7]=1[O:8][C@H:9]1[CH2:14][CH2:13][C@H:12]([CH:15](C)[C:16](O)=O)[CH2:11][CH2:10]1.C([N:23](CC)CC)C.C1(P(N=[N+]=[N-])(C2C=CC=CC=2)=O)C=CC=CC=1.[OH-].[Li+]. The catalyst is C1(C)C=CC=CC=1.O.C1COCC1.CCOCC. The product is [Cl:1][C:2]1[C:3]([CH3:20])=[N:4][CH:5]=[CH:6][C:7]=1[O:8][C@H:9]1[CH2:14][CH2:13][C@H:12]([CH:15]([NH2:23])[CH3:16])[CH2:11][CH2:10]1. The yield is 0.770. (8) The reactants are [NH2:1][C:2]1[CH:7]=[CH:6][C:5]([C:8]2[CH:13]=[CH:12][C:11]([C:14]([C@H:16]3[CH2:21][CH2:20][CH2:19][CH2:18][C@H:17]3[C:22]([O:24]C)=[O:23])=[O:15])=[CH:10][CH:9]=2)=[CH:4][CH:3]=1.Cl[C:27]1[S:28][C:29]2[CH:35]=[C:34]([Cl:36])[CH:33]=[CH:32][C:30]=2[N:31]=1.[OH-].[Na+]. The catalyst is C(O)CCC. The product is [Cl:36][C:34]1[CH:33]=[CH:32][C:30]2[N:31]=[C:27]([NH:1][C:2]3[CH:3]=[CH:4][C:5]([C:8]4[CH:13]=[CH:12][C:11]([C:14]([C@@H:16]5[CH2:21][CH2:20][CH2:19][CH2:18][C@H:17]5[C:22]([OH:24])=[O:23])=[O:15])=[CH:10][CH:9]=4)=[CH:6][CH:7]=3)[S:28][C:29]=2[CH:35]=1. The yield is 0.150. (9) The reactants are [NH:1]1[CH2:6][CH2:5][O:4][CH2:3][CH2:2]1.[CH3:7][O:8][C:9]1[N:14]=[CH:13][C:12]([NH:15][C:16]2[C:23]([C:24]3[N:29]=[C:28]([CH3:30])[N:27]=[C:26]([S:31][CH3:32])[N:25]=3)=[CH:22][C:19]([CH:20]=O)=[CH:18][N:17]=2)=[CH:11][CH:10]=1.CCO.C([BH3-])#N.[Na+]. The catalyst is CC(O)=O.O.CCOC(C)=O. The product is [CH3:7][O:8][C:9]1[N:14]=[CH:13][C:12]([NH:15][C:16]2[C:23]([C:24]3[N:29]=[C:28]([CH3:30])[N:27]=[C:26]([S:31][CH3:32])[N:25]=3)=[CH:22][C:19]([CH2:20][N:1]3[CH2:6][CH2:5][O:4][CH2:3][CH2:2]3)=[CH:18][N:17]=2)=[CH:11][CH:10]=1. The yield is 0.637.